This data is from Forward reaction prediction with 1.9M reactions from USPTO patents (1976-2016). The task is: Predict the product of the given reaction. (1) Given the reactants [C:1]([C:4]1[N:9]=[CH:8][C:7]([CH:10]([CH2:13][CH:14]2[CH2:16][CH2:15]2)[C:11]#[N:12])=[CH:6][CH:5]=1)(=[O:3])[CH3:2].[CH3:17][Mg+].[Br-], predict the reaction product. The product is: [CH:14]1([CH2:13][CH:10]([C:7]2[CH:8]=[N:9][C:4]([C:1]([OH:3])([CH3:17])[CH3:2])=[CH:5][CH:6]=2)[C:11]#[N:12])[CH2:16][CH2:15]1. (2) Given the reactants C(OC([NH:8][C@H:9]1[CH2:14][CH2:13][C@@H:12]([O:15][C:16]2[CH:25]=[CH:24][CH:23]=[C:22]3[C:17]=2[CH:18]=[CH:19][N:20]=[C:21]3[Cl:26])[CH2:11][CH2:10]1)=O)(C)(C)C.[NH3:27], predict the reaction product. The product is: [ClH:26].[NH2:27][C:21]1[C:22]2[C:17](=[C:16]([O:15][C@@H:12]3[CH2:13][CH2:14][C@H:9]([NH2:8])[CH2:10][CH2:11]3)[CH:25]=[CH:24][CH:23]=2)[CH:18]=[CH:19][N:20]=1.